Dataset: Peptide-MHC class II binding affinity with 134,281 pairs from IEDB. Task: Regression. Given a peptide amino acid sequence and an MHC pseudo amino acid sequence, predict their binding affinity value. This is MHC class II binding data. The peptide sequence is LIEDYFEALSLQLSG. The MHC is H-2-IAb with pseudo-sequence H-2-IAb. The binding affinity (normalized) is 0.185.